This data is from Peptide-MHC class II binding affinity with 134,281 pairs from IEDB. The task is: Regression. Given a peptide amino acid sequence and an MHC pseudo amino acid sequence, predict their binding affinity value. This is MHC class II binding data. (1) The peptide sequence is LVGPFNFRFMSKGGM. The MHC is DRB5_0101 with pseudo-sequence DRB5_0101. The binding affinity (normalized) is 0.453. (2) The peptide sequence is ETALKKAITAMSEAQKAAKP. The MHC is DRB1_1501 with pseudo-sequence DRB1_1501. The binding affinity (normalized) is 0.499. (3) The peptide sequence is IDLTKIDRCFQLRGNGV. The MHC is DRB1_1201 with pseudo-sequence DRB1_1201. The binding affinity (normalized) is 0.495. (4) The peptide sequence is STHEMYYVSGARSNV. The MHC is HLA-DQA10102-DQB10501 with pseudo-sequence HLA-DQA10102-DQB10501. The binding affinity (normalized) is 0.680.